Task: Predict the product of the given reaction.. Dataset: Forward reaction prediction with 1.9M reactions from USPTO patents (1976-2016) (1) Given the reactants [N:1]1C=CC=[CH:3][CH:2]=1.[N+:7]([C:10]1[CH:15]=[CH:14][CH:13]=[C:12]([N+:16]([O-:18])=[O:17])[CH:11]=1)([O-:9])=[O:8].BrCC#N, predict the reaction product. The product is: [N+:7]([C:10]1[CH:15]=[CH:14][CH:13]=[C:12]([N+:16]([O-:18])=[O:17])[C:11]=1[CH2:3][C:2]#[N:1])([O-:9])=[O:8]. (2) Given the reactants [OH:1][C@H:2]([CH2:48][OH:49])[CH2:3][CH2:4][NH:5][C:6]([CH:8]1[CH:12]([C:13]2[CH:18]=[CH:17][CH:16]=[C:15]([Cl:19])[C:14]=2[F:20])[C:11]([C:23]2[CH:28]=[CH:27][C:26]([Cl:29])=[CH:25][C:24]=2[F:30])([C:21]#[N:22])[CH:10]([CH2:31][C:32]([C:35]2[CH2:36][CH2:37]N(CC3C=CC=CC=3)[CH2:39][CH:40]=2)([CH3:34])[CH3:33])[NH:9]1)=[O:7].C(OCC)(=[O:52])C, predict the reaction product. The product is: [OH:1][C@H:2]([CH2:48][OH:49])[CH2:3][CH2:4][NH:5][C:6]([CH:8]1[CH:12]([C:13]2[CH:18]=[CH:17][CH:16]=[C:15]([Cl:19])[C:14]=2[F:20])[C:11]([C:23]2[CH:28]=[CH:27][C:26]([Cl:29])=[CH:25][C:24]=2[F:30])([C:21]#[N:22])[CH:10]([CH2:31][C:32]([CH3:33])([CH:35]2[CH2:40][CH2:39][O:52][CH2:37][CH2:36]2)[CH3:34])[NH:9]1)=[O:7]. (3) Given the reactants [F:1][C:2]1([F:8])[CH2:7][CH2:6][CH:5]=[CH:4][CH2:3]1.C1C=C(Cl)C=C(C(OO)=[O:17])C=1.S([O-])([O-])=O.[Na+].[Na+], predict the reaction product. The product is: [F:1][C:2]1([F:8])[CH2:7][CH2:6][CH:5]2[CH:4]([O:17]2)[CH2:3]1. (4) Given the reactants [NH:1]1[C:9]2[C:4](=[CH:5][CH:6]=[CH:7][CH:8]=2)[C:3]([CH2:10][CH2:11][CH2:12][C:13]([OH:15])=O)=[CH:2]1.C(N1C=CN=C1)([N:18]1[CH:22]=[CH:21]N=C1)=O.[Cl:28][C:29]1[CH:30]=[C:31]2[C:40](=[CH:41][CH:42]=1)[C:39]([NH:43][CH2:44][CH2:45][CH2:46][CH2:47]C(N)C)=[C:38]1[C:33]([CH2:34][CH2:35][CH2:36][CH2:37]1)=[N:32]2, predict the reaction product. The product is: [Cl:28][C:29]1[CH:30]=[C:31]2[C:40](=[CH:41][CH:42]=1)[C:39]([NH:43][CH2:44][CH2:45][CH2:46][CH2:47][CH2:21][CH2:22][NH:18][C:13](=[O:15])[CH2:12][CH2:11][CH2:10][C:3]1[C:4]3[C:9](=[CH:8][CH:7]=[CH:6][CH:5]=3)[NH:1][CH:2]=1)=[C:38]1[C:33]([CH2:34][CH2:35][CH2:36][CH2:37]1)=[N:32]2.